From a dataset of Catalyst prediction with 721,799 reactions and 888 catalyst types from USPTO. Predict which catalyst facilitates the given reaction. (1) Reactant: C(O[C:4](=O)[C:5]([C:10]1[CH:28]=[CH:27][C:13]2[N:14]=[C:15]([NH:18][C:19]3[CH:24]=[CH:23][C:22]([F:25])=[CH:21][C:20]=3[CH3:26])[N:16]([CH3:17])[C:12]=2[C:11]=1[C:29]#[N:30])(C)[C:6](=O)[CH3:7])C.O.S(=O)(=O)(O)[OH:34].[OH-].[NH4+]. Product: [F:25][C:22]1[CH:23]=[CH:24][C:19]([NH:18][C:15]2[N:16]([CH3:17])[C:12]3[C:11]4[C:29](=[O:34])[NH:30][C:6]([CH3:7])=[C:5]([CH3:4])[C:10]=4[CH:28]=[CH:27][C:13]=3[N:14]=2)=[C:20]([CH3:26])[CH:21]=1. The catalyst class is: 15. (2) Reactant: [F:1][C:2]1[CH:3]=[CH:4][CH:5]=[C:6]2[C:11]=1[NH:10][N:9]=[C:8]([I:12])[C:7]2=[O:13].[CH3:14][O:15][C:16]([CH3:21])([CH3:20])[CH2:17][CH2:18]O.C1(P(C2C=CC=CC=2)C2C=CC=CC=2)C=CC=CC=1.N(C(OCC)=O)=NC(OCC)=O. Product: [F:1][C:2]1[CH:3]=[CH:4][CH:5]=[C:6]2[C:11]=1[N:10]([CH2:18][CH2:17][C:16]([O:15][CH3:14])([CH3:21])[CH3:20])[N:9]=[C:8]([I:12])[C:7]2=[O:13]. The catalyst class is: 1. (3) Reactant: [NH2:1][C:2]1[CH:7]=[C:6]([NH2:8])[C:5]([C:9]#[N:10])=[CH:4][N:3]=1.[CH2:11](NC1C2N=CC=CC=2N=CN=1)C1C=CC=CC=1.C(N)C1C=CC=CC=1.C([O-])([O-])OCC.C(OC(=O)C)(=O)C.[SH-:50]. Product: [NH2:1][C:2]1[N:3]=[CH:4][C:5]2[C:9](=[S:50])[NH:10][CH:11]=[N:8][C:6]=2[CH:7]=1. The catalyst class is: 106. (4) Reactant: [CH2:1]([O:3][C:4]([C:6]1[N:7]([CH:12]2[CH2:16][CH:15]([O:17]C(=O)C)[CH:14]=[CH:13]2)[CH:8]=[N:9][C:10]=1[CH3:11])=[O:5])[CH3:2].C(=O)([O-])[O-].[K+].[K+]. The catalyst class is: 5. Product: [CH2:1]([O:3][C:4]([C:6]1[N:7]([C@H:12]2[CH2:16][C@H:15]([OH:17])[CH:14]=[CH:13]2)[CH:8]=[N:9][C:10]=1[CH3:11])=[O:5])[CH3:2]. (5) Reactant: [NH2:1][C@H:2]([C:7]([OH:9])=[O:8])[CH2:3][CH2:4][S:5][CH3:6].[C:10](=O)(O)O.[Na].Cl[C:16]([O:18][CH2:19][C:20]1[CH:25]=[CH:24][CH:23]=[CH:22][CH:21]=1)=[O:17]. Product: [CH3:10][O:8][C:7](=[O:9])[C@@H:2]([NH:1][C:16]([O:18][CH2:19][C:20]1[CH:25]=[CH:24][CH:23]=[CH:22][CH:21]=1)=[O:17])[CH2:3][CH2:4][S:5][CH3:6]. The catalyst class is: 161. (6) Reactant: [C:1]([CH:3]1[CH2:6][N:5]([C:7](=[O:33])[C@H:8]([NH:12][C:13]([C:15]2[C:23]3[C:18](=[N:19][CH:20]=[C:21](Br)[N:22]=3)[N:17]([CH2:25][O:26][CH2:27][CH2:28][Si:29]([CH3:32])([CH3:31])[CH3:30])[CH:16]=2)=[O:14])[CH:9]2[CH2:11][CH2:10]2)[CH2:4]1)#[N:2].[Cl:34][C:35]1[CH:40]=[CH:39][N:38]=[C:37]2[CH:41]=[C:42]([Sn](CCCC)(CCCC)CCCC)[S:43][C:36]=12.CCOC(C)=O. Product: [C:1]([CH:3]1[CH2:6][N:5]([C:7](=[O:33])[C@H:8]([NH:12][C:13]([C:15]2[C:23]3[C:18](=[N:19][CH:20]=[C:21]([C:42]4[S:43][C:36]5[C:37](=[N:38][CH:39]=[CH:40][C:35]=5[Cl:34])[CH:41]=4)[N:22]=3)[N:17]([CH2:25][O:26][CH2:27][CH2:28][Si:29]([CH3:32])([CH3:31])[CH3:30])[CH:16]=2)=[O:14])[CH:9]2[CH2:11][CH2:10]2)[CH2:4]1)#[N:2]. The catalyst class is: 555.